Dataset: Forward reaction prediction with 1.9M reactions from USPTO patents (1976-2016). Task: Predict the product of the given reaction. Given the reactants Br[CH2:2][C:3]1[CH:8]=[CH:7][C:6]([N+:9]([O-:11])=[O:10])=[CH:5][CH:4]=1.C(=O)([O-])[O-].[K+].[K+].[NH:18]1[CH2:23][CH2:22][O:21][CH2:20][CH2:19]1, predict the reaction product. The product is: [N+:9]([C:6]1[CH:7]=[CH:8][C:3]([CH2:2][N:18]2[CH2:23][CH2:22][O:21][CH2:20][CH2:19]2)=[CH:4][CH:5]=1)([O-:11])=[O:10].